This data is from Forward reaction prediction with 1.9M reactions from USPTO patents (1976-2016). The task is: Predict the product of the given reaction. (1) The product is: [NH2:3][C:4]1[C:19]([NH2:20])=[CH:18][CH:17]=[CH:16][C:5]=1[C:6]([O:8][CH2:9][C:10]1[CH:15]=[CH:14][CH:13]=[CH:12][CH:11]=1)=[O:7]. Given the reactants [Cl-].[NH4+].[NH2:3][C:4]1[C:19]([N+:20]([O-])=O)=[CH:18][CH:17]=[CH:16][C:5]=1[C:6]([O:8][CH2:9][C:10]1[CH:15]=[CH:14][CH:13]=[CH:12][CH:11]=1)=[O:7], predict the reaction product. (2) Given the reactants [Br:1][C:2]1[CH:7]=[CH:6][C:5]([CH2:8]Cl)=[CH:4][CH:3]=1.[Cl:10][CH2:11][CH:12]1[O:16][C:15](=[O:17])[NH:14][CH2:13]1.[H-].[Na+].CN(C=O)C, predict the reaction product. The product is: [Br:1][C:2]1[CH:3]=[CH:4][C:5]([CH2:8][N:14]2[CH2:13][CH:12]([CH2:11][Cl:10])[O:16][C:15]2=[O:17])=[CH:6][CH:7]=1. (3) Given the reactants [OH:1][C:2]1[CH:7]=[CH:6][C:5]([C:8](=[O:10])[CH3:9])=[C:4]([CH3:11])[C:3]=1[CH3:12].[OH-].[K+].[CH2:15](I)[CH:16]=[CH2:17], predict the reaction product. The product is: [CH2:17]([O:1][C:2]1[CH:7]=[CH:6][C:5]([C:8](=[O:10])[CH3:9])=[C:4]([CH3:11])[C:3]=1[CH3:12])[CH:16]=[CH2:15]. (4) Given the reactants [C:1]([N:4]([C:17]1[N:22]=[CH:21][C:20]([Cl:23])=[CH:19][N:18]=1)[C:5](=[O:16])[C:6]1[CH:11]=[CH:10][C:9]([CH:12]=[N:13][OH:14])=[CH:8][C:7]=1[CH3:15])(=[O:3])[CH3:2].ClN1C(=O)CCC1=O.[Cl:32][C:33]1[CH:34]=[C:35]([C:41]([C:43]([F:46])([F:45])[F:44])=[CH2:42])[CH:36]=[C:37]([Cl:40])[C:38]=1[Cl:39].C(=O)([O-])O.[K+], predict the reaction product. The product is: [C:1]([N:4]([C:17]1[N:22]=[CH:21][C:20]([Cl:23])=[CH:19][N:18]=1)[C:5](=[O:16])[C:6]1[CH:11]=[CH:10][C:9]([C:12]2[CH2:42][C:41]([C:35]3[CH:36]=[C:37]([Cl:40])[C:38]([Cl:39])=[C:33]([Cl:32])[CH:34]=3)([C:43]([F:46])([F:45])[F:44])[O:14][N:13]=2)=[CH:8][C:7]=1[CH3:15])(=[O:3])[CH3:2].